Dataset: Reaction yield outcomes from USPTO patents with 853,638 reactions. Task: Predict the reaction yield, written as a fraction of the theoretical maximum amount of product (1.0 means a 100% yield; for example, 0.34 means a 34% yield). The reactants are [Cl:1][C:2]1[N:11]=[C:10](Cl)[C:9]2[C:4](=[CH:5][CH:6]=[C:7]([O:13][CH3:14])[CH:8]=2)[N:3]=1.[CH3:15][O:16][C:17]1[CH:22]=[CH:21][C:20]([NH:23][CH3:24])=[CH:19][CH:18]=1.C([O-])(=O)C.[Na+]. No catalyst specified. The product is [Cl:1][C:2]1[N:11]=[C:10]([N:23]([C:20]2[CH:21]=[CH:22][C:17]([O:16][CH3:15])=[CH:18][CH:19]=2)[CH3:24])[C:9]2[C:4](=[CH:5][CH:6]=[C:7]([O:13][CH3:14])[CH:8]=2)[N:3]=1. The yield is 0.980.